Dataset: Full USPTO retrosynthesis dataset with 1.9M reactions from patents (1976-2016). Task: Predict the reactants needed to synthesize the given product. (1) Given the product [F:1][C:2]1[CH:3]=[CH:4][C:5]([N:8]2[CH2:13][CH2:12][N:11]([CH2:14][CH2:15][CH2:16][N:17]3[CH2:23][CH2:22][CH:21]([OH:24])[C:20]4[N:25]([CH3:28])[CH:26]=[CH:27][C:19]=4[S:18]3(=[O:30])=[O:29])[CH2:10][CH2:9]2)=[CH:6][CH:7]=1, predict the reactants needed to synthesize it. The reactants are: [F:1][C:2]1[CH:7]=[CH:6][C:5]([N:8]2[CH2:13][CH2:12][N:11]([CH2:14][CH2:15][CH2:16][N:17]3[CH2:23][CH2:22][C:21](=[O:24])[C:20]4[N:25]([CH3:28])[CH:26]=[CH:27][C:19]=4[S:18]3(=[O:30])=[O:29])[CH2:10][CH2:9]2)=[CH:4][CH:3]=1.[BH4-].[Na+].[Cl-].[NH4+].C(=O)([O-])O.[Na+]. (2) Given the product [Cl:4][Si:3]([Cl:6])([Cl:5])[CH2:1][CH2:2][Si:11]([Cl:13])([Cl:12])[CH2:10][CH2:9][Si:8]([Cl:15])([Cl:14])[Cl:7], predict the reactants needed to synthesize it. The reactants are: [CH:1]([Si:3]([Cl:6])([Cl:5])[Cl:4])=[CH2:2].[Cl:7][Si:8]([Cl:15])([Cl:14])[CH2:9][CH2:10][SiH:11]([Cl:13])[Cl:12].